This data is from Reaction yield outcomes from USPTO patents with 853,638 reactions. The task is: Predict the reaction yield, written as a fraction of the theoretical maximum amount of product (1.0 means a 100% yield; for example, 0.34 means a 34% yield). (1) The reactants are [C:1]([O:5][C:6](=[O:47])[CH2:7][O:8][C:9]1[CH:14]=[CH:13][C:12]([NH:15]C(OCC2C=CC=CC=2)=O)=[C:11]([C:26]([N:28]2[CH2:33][CH2:32][CH:31]([N:34]3[CH2:46][CH2:45][CH2:44][C:36]4([C:40](=[O:41])[O:39][C:38]([CH3:43])([CH3:42])[CH2:37]4)[CH2:35]3)[CH2:30][CH2:29]2)=[O:27])[CH:10]=1)([CH3:4])([CH3:3])[CH3:2]. The catalyst is [C].[Pd].O1CCCC1. The product is [C:1]([O:5][C:6](=[O:47])[CH2:7][O:8][C:9]1[CH:14]=[CH:13][C:12]([NH2:15])=[C:11]([C:26]([N:28]2[CH2:29][CH2:30][CH:31]([N:34]3[CH2:46][CH2:45][CH2:44][C:36]4([C:40](=[O:41])[O:39][C:38]([CH3:42])([CH3:43])[CH2:37]4)[CH2:35]3)[CH2:32][CH2:33]2)=[O:27])[CH:10]=1)([CH3:2])([CH3:3])[CH3:4]. The yield is 0.710. (2) The product is [Cl:22][C:11]1[CH:12]=[C:13]([C:20]#[N:21])[CH:14]=[C:15]2[C:10]=1[NH:9][CH:8]([C:4]1[CH:3]=[C:2]([NH:23][C:24]([CH3:29])([CH3:28])[C:25]([OH:27])=[O:26])[CH:7]=[CH:6][CH:5]=1)[CH2:17][C:16]2([CH3:19])[CH3:18]. The reactants are Br[C:2]1[CH:3]=[C:4]([CH:8]2[CH2:17][C:16]([CH3:19])([CH3:18])[C:15]3[C:10](=[C:11]([Cl:22])[CH:12]=[C:13]([C:20]#[N:21])[CH:14]=3)[NH:9]2)[CH:5]=[CH:6][CH:7]=1.[NH2:23][C:24]([CH3:29])([CH3:28])[C:25]([OH:27])=[O:26].C(=O)([O-])[O-].[K+].[K+]. The yield is 0.300. The catalyst is CS(C)=O.[Cu]I.